From a dataset of Full USPTO retrosynthesis dataset with 1.9M reactions from patents (1976-2016). Predict the reactants needed to synthesize the given product. (1) The reactants are: CN(C)C1C=C([CH:9]=[C:10]([CH3:12])[N:11]=1)C(O)=O.Cl[C:15]1[CH:16]=[C:17]([CH:21]=[C:22]([CH3:24])[N:23]=1)[C:18]([OH:20])=[O:19].C(N)(C)C. Given the product [CH:10]([NH:11][C:15]1[CH:16]=[C:17]([CH:21]=[C:22]([CH3:24])[N:23]=1)[C:18]([OH:20])=[O:19])([CH3:12])[CH3:9], predict the reactants needed to synthesize it. (2) Given the product [Cl:12][CH2:13][C:14]([NH:1][C:2]1[CH:10]=[CH:9][C:5]([C:6]([O-:8])=[O:7])=[CH:4][C:3]=1[OH:11])=[O:15].[NH+:17]1[CH:22]=[CH:21][CH:20]=[CH:19][CH:18]=1, predict the reactants needed to synthesize it. The reactants are: [NH2:1][C:2]1[CH:10]=[CH:9][C:5]([C:6]([OH:8])=[O:7])=[CH:4][C:3]=1[OH:11].[Cl:12][CH2:13][C:14](Cl)=[O:15].[N:17]1[CH:22]=[CH:21][CH:20]=[CH:19][CH:18]=1. (3) Given the product [CH3:12][N:13]1[C:14]2[CH:15]=[CH:16][C:17]([C:37]3[CH:46]=[CH:45][C:44]4[C:39](=[CH:40][CH:41]=[CH:42][CH:43]=4)[CH:38]=3)=[CH:18][C:19]=2[S:20](=[O:9])[C:21]2[C:26]1=[CH:25][CH:24]=[C:23]([C:27]1[CH:36]=[CH:35][C:34]3[C:29](=[CH:30][CH:31]=[CH:32][CH:33]=3)[CH:28]=1)[CH:22]=2, predict the reactants needed to synthesize it. The reactants are: ClC1C=CC=C(C(OO)=[O:9])C=1.[CH3:12][N:13]1[C:26]2[CH:25]=[CH:24][C:23]([C:27]3[CH:36]=[CH:35][C:34]4[C:29](=[CH:30][CH:31]=[CH:32][CH:33]=4)[CH:28]=3)=[CH:22][C:21]=2[S:20][C:19]2[C:14]1=[CH:15][CH:16]=[C:17]([C:37]1[CH:46]=[CH:45][C:44]3[C:39](=[CH:40][CH:41]=[CH:42][CH:43]=3)[CH:38]=1)[CH:18]=2. (4) Given the product [CH2:1]([O:8][C:9]([N:11]1[CH2:15][C@H:14]([CH:16]=[O:17])[C@H:13]([NH:18][C:19]([O:21][C:22]([CH3:25])([CH3:24])[CH3:23])=[O:20])[CH2:12]1)=[O:10])[C:2]1[CH:3]=[CH:4][CH:5]=[CH:6][CH:7]=1, predict the reactants needed to synthesize it. The reactants are: [CH2:1]([O:8][C:9]([N:11]1[CH2:15][C@H:14]([CH2:16][OH:17])[C@H:13]([NH:18][C:19]([O:21][C:22]([CH3:25])([CH3:24])[CH3:23])=[O:20])[CH2:12]1)=[O:10])[C:2]1[CH:7]=[CH:6][CH:5]=[CH:4][CH:3]=1.CC(OI1(OC(C)=O)(OC(C)=O)OC(=O)C2C=CC=CC1=2)=O.S([O-])([O-])(=O)=S.[Na+].[Na+].